Dataset: Full USPTO retrosynthesis dataset with 1.9M reactions from patents (1976-2016). Task: Predict the reactants needed to synthesize the given product. Given the product [CH2:11]([O:10][C:6]([CH:7]=[CH:8][C:36]1[O:32][C:33]([CH:37]=[CH:38][C:39]([O:41][CH2:42][CH3:43])=[O:40])=[CH:34][CH:35]=1)=[O:9])[CH3:12], predict the reactants needed to synthesize it. The reactants are: O1C=CC=C1.[C:6]([O:10][CH2:11][CH3:12])(=[O:9])[CH:7]=[CH2:8].C([O-])(=O)C.[Na+].C(CC(=O)C)(=O)C.C(O)(=O)CC.O=O.[O:32]1[CH:36]=[CH:35][CH:34]=[C:33]1[CH:37]=[CH:38][C:39]([O:41][CH2:42][CH3:43])=[O:40].